From a dataset of Forward reaction prediction with 1.9M reactions from USPTO patents (1976-2016). Predict the product of the given reaction. (1) Given the reactants [F:1][C:2]([F:18])([F:17])[C:3]1[CH:4]=[C:5]([C:9]2[O:13][C:12]([C:14]([OH:16])=O)=[CH:11][CH:10]=2)[CH:6]=[CH:7][CH:8]=1.C(Cl)(=O)C(Cl)=O.Cl.[CH2:26]1[O:34][C:33]2[CH:32]=[CH:31][C:30]([CH:35]3[C:39]4[NH:40][C:41]5[CH:42]=[CH:43][CH:44]=[CH:45][C:46]=5[C:47](=[O:48])[C:38]=4[CH2:37][NH:36]3)=[CH:29][C:28]=2[O:27]1, predict the reaction product. The product is: [CH2:26]1[O:34][C:33]2[CH:32]=[CH:31][C:30]([CH:35]3[C:39]4[NH:40][C:41]5[CH:42]=[CH:43][CH:44]=[CH:45][C:46]=5[C:47](=[O:48])[C:38]=4[CH2:37][N:36]3[C:14]([C:12]3[O:13][C:9]([C:5]4[CH:6]=[CH:7][CH:8]=[C:3]([C:2]([F:1])([F:18])[F:17])[CH:4]=4)=[CH:10][CH:11]=3)=[O:16])=[CH:29][C:28]=2[O:27]1. (2) Given the reactants CN1CC[CH2:4][C:3]1=[O:7].C(=O)([O-])[O-].[Cs+].[Cs+].C(Cl)(=O)C.[NH2:18][C:19]1[CH:24]=[CH:23][C:22]([CH:25]=[CH:26][C:27]([O:29][CH3:30])=[O:28])=[C:21]([NH:31][C:32]([NH:34][C:35](=[O:45])[C:36]2[CH:41]=[C:40]([F:42])[C:39]([F:43])=[CH:38][C:37]=2[Cl:44])=[O:33])[CH:20]=1, predict the reaction product. The product is: [C:3]([NH:18][C:19]1[CH:24]=[CH:23][C:22]([CH:25]=[CH:26][C:27]([O:29][CH3:30])=[O:28])=[C:21]([NH:31][C:32]([NH:34][C:35](=[O:45])[C:36]2[CH:41]=[C:40]([F:42])[C:39]([F:43])=[CH:38][C:37]=2[Cl:44])=[O:33])[CH:20]=1)(=[O:7])[CH3:4].